This data is from Rat liver microsome stability data. The task is: Regression/Classification. Given a drug SMILES string, predict its absorption, distribution, metabolism, or excretion properties. Task type varies by dataset: regression for continuous measurements (e.g., permeability, clearance, half-life) or binary classification for categorical outcomes (e.g., BBB penetration, CYP inhibition). Dataset: rlm. (1) The result is 1 (stable in rat liver microsomes). The molecule is CC(C)(N)C(=O)N[C@H](COCc1ccccc1)C(=O)N1CCC2(CC1)CN(S(C)(=O)=O)c1ccccc12. (2) The drug is Cc1nn(CC(F)(F)F)cc1Nc1ncc(Br)c(NCc2ccc(S(N)(=O)=O)cc2)n1. The result is 0 (unstable in rat liver microsomes). (3) The molecule is CNc1cc(N2C(=O)N(Cc3c(F)cc(OC)cc3F)c3ncccc3S2(=O)=O)cnc1OC. The result is 1 (stable in rat liver microsomes). (4) The drug is COc1ccccc1N1CCN(C(=O)c2cc(-c3ccc(OC(F)(F)F)cc3)[nH]n2)CC1. The result is 1 (stable in rat liver microsomes). (5) The molecule is Cc1ccc(C(N)=O)cc1Nc1nccc(-c2cn(C(C)C)c3cnccc23)n1. The result is 0 (unstable in rat liver microsomes). (6) The drug is Cc1cc(/C=C/C#N)cc(C)c1Oc1cc(Nc2ccc(C#N)cc2)c(N)cc1[N+](=O)[O-]. The result is 0 (unstable in rat liver microsomes). (7) The molecule is CC(C)(C)Cc1c[nH]c(CC(C)(O)c2ccc(-c3ccc(F)cn3)cc2)n1. The result is 1 (stable in rat liver microsomes).